This data is from Full USPTO retrosynthesis dataset with 1.9M reactions from patents (1976-2016). The task is: Predict the reactants needed to synthesize the given product. (1) Given the product [CH2:20]([NH:19][C:14]1[C:13]([C:11]([C:6]2[C:5]3[C:9](=[CH:10][CH:2]=[C:3]([Cl:35])[CH:4]=3)[NH:8][CH:7]=2)=[O:12])=[CH:18][CH:17]=[CH:16][N:15]=1)[C:24]1[CH:23]=[CH:22][CH:21]=[CH:27][CH:26]=1, predict the reactants needed to synthesize it. The reactants are: Cl[C:2]1[CH:10]=[C:9]2[C:5]([C:6]([C:11]([C:13]3[C:14]([NH:19][CH:20]4[CH2:24][CH2:23][CH2:22][CH2:21]4)=[N:15][CH:16]=[CH:17][CH:18]=3)=[O:12])=[CH:7][NH:8]2)=[CH:4][CH:3]=1.Cl[C:26]1C=C2C(C=CN2)=C[CH:27]=1.[Cl:35]C1C=C2C(=CC=1)NC=C2.C1(N)CCCC1.C(N)C1C=CC=CC=1. (2) Given the product [CH2:3]([N:10]1[CH2:16][CH:15]2[C:17]([O:20][CH3:21])([O:18][CH3:19])[CH:12]([CH:13]=[CH:14]2)[CH2:11]1)[C:4]1[CH:5]=[CH:6][CH:7]=[CH:8][CH:9]=1, predict the reactants needed to synthesize it. The reactants are: O.[Na].[CH2:3]([N:10]1[CH2:16][C:15]2(Cl)[C:17]([O:20][CH3:21])([O:18][CH3:19])[C:12](Cl)([C:13](Cl)=[C:14]2Cl)[CH2:11]1)[C:4]1[CH:9]=[CH:8][CH:7]=[CH:6][CH:5]=1.C(O)(C)(C)C.